From a dataset of Forward reaction prediction with 1.9M reactions from USPTO patents (1976-2016). Predict the product of the given reaction. (1) Given the reactants CC1(C)C(C)(C)[O:5][B:4]([C:9]2[CH:13]=[CH:12][S:11][C:10]=2[CH3:14])[O:3]1.CC(C)=O, predict the reaction product. The product is: [CH3:14][C:10]1[S:11][CH:12]=[CH:13][C:9]=1[B:4]([OH:5])[OH:3]. (2) The product is: [CH2:20]([C@H:9]1[C:10]2=[N:11][CH:12]=[C:13]([C:17](=[O:19])[NH:68][C@H:64]([C:61]3[CH:62]=[CH:63][C:58]([S:55]([CH2:53][CH3:54])(=[O:57])=[O:56])=[CH:59][CH:60]=3)[CH2:65][O:66][CH3:67])[CH:14]=[C:15]2[CH2:16][N:8]1[C:6]([O:5][C:1]([CH3:3])([CH3:2])[CH3:4])=[O:7])[CH3:21]. Given the reactants [C:1]([O:5][C:6]([N:8]1[CH2:16][C:15]2[C:10](=[N:11][CH:12]=[C:13]([C:17]([OH:19])=O)[CH:14]=2)[C@@H:9]1[CH2:20][CH3:21])=[O:7])([CH3:4])([CH3:3])[CH3:2].CN(C(ON1N=NC2C=CC=NC1=2)=[N+](C)C)C.F[P-](F)(F)(F)(F)F.C(N(CC)CC)C.[CH2:53]([S:55]([C:58]1[CH:63]=[CH:62][C:61]([C@@H:64]([NH2:68])[CH2:65][O:66][CH3:67])=[CH:60][CH:59]=1)(=[O:57])=[O:56])[CH3:54], predict the reaction product. (3) Given the reactants [Br:1][C:2]1[C:3]([OH:8])=[N:4][CH:5]=[CH:6][CH:7]=1.[H-].[Na+].[CH3:11]I, predict the reaction product. The product is: [Br:1][C:2]1[C:3](=[O:8])[N:4]([CH3:11])[CH:5]=[CH:6][CH:7]=1. (4) Given the reactants [C:1]([C:3]1[CH:18]=[CH:17][C:6]([CH:7]=[C:8]([C:14](=O)[CH3:15])[C:9]([O:11][CH2:12][CH3:13])=[O:10])=[C:5]([O:19][CH3:20])[CH:4]=1)#[N:2].[CH3:21][S:22][C:23]1[N:28]=[C:27]([NH2:29])[CH:26]=[C:25]([NH2:30])[N:24]=1, predict the reaction product. The product is: [NH2:29][C:27]1[C:26]2[CH:7]([C:6]3[CH:17]=[CH:18][C:3]([C:1]#[N:2])=[CH:4][C:5]=3[O:19][CH3:20])[C:8]([C:9]([O:11][CH2:12][CH3:13])=[O:10])=[C:14]([CH3:15])[NH:30][C:25]=2[N:24]=[C:23]([S:22][CH3:21])[N:28]=1.